Dataset: Forward reaction prediction with 1.9M reactions from USPTO patents (1976-2016). Task: Predict the product of the given reaction. (1) Given the reactants [F:1][C:2]1[CH:7]=[CH:6][C:5]([C:8]2[NH:23][C:11]3[N:12]=[CH:13][N:14]=[C:15]([N:16]4[CH2:21][CH2:20][NH:19][C@H:18]([CH3:22])[CH2:17]4)[C:10]=3[CH:9]=2)=[CH:4][CH:3]=1.[N:24]([C@H:27]([C:29]1[CH:34]=[CH:33][CH:32]=[C:31]([O:35][CH3:36])[CH:30]=1)[CH3:28])=[C:25]=[O:26].C(N(CC)C(C)C)(C)C, predict the reaction product. The product is: [CH3:36][O:35][C:31]1[CH:30]=[C:29]([C@@H:27]([NH:24][C:25]([N:19]2[CH2:20][CH2:21][N:16]([C:15]3[C:10]4[CH:9]=[C:8]([C:5]5[CH:6]=[CH:7][C:2]([F:1])=[CH:3][CH:4]=5)[NH:23][C:11]=4[N:12]=[CH:13][N:14]=3)[CH2:17][C@H:18]2[CH3:22])=[O:26])[CH3:28])[CH:34]=[CH:33][CH:32]=1. (2) Given the reactants [C:1]([C:4]1[C:12]2[C:7](=[CH:8][C:9]([OH:13])=[CH:10][CH:11]=2)[N:6]([CH2:14][C:15]([N:17]2[CH2:21][C@H:20]([F:22])[CH2:19][C@H:18]2[C:23]([NH:25][CH2:26][C:27]2[CH:32]=[CH:31][CH:30]=[C:29]([Cl:33])[C:28]=2[F:34])=[O:24])=[O:16])[CH:5]=1)(=[O:3])[CH3:2].[C:35]([NH:39][S:40]([CH2:43]Cl)(=[O:42])=[O:41])([CH3:38])([CH3:37])[CH3:36].C([O-])([O-])=O.[Cs+].[Cs+], predict the reaction product. The product is: [C:1]([C:4]1[C:12]2[C:7](=[CH:8][C:9]([O:13][CH2:43][S:40](=[O:42])(=[O:41])[NH:39][C:35]([CH3:38])([CH3:37])[CH3:36])=[CH:10][CH:11]=2)[N:6]([CH2:14][C:15]([N:17]2[CH2:21][C@H:20]([F:22])[CH2:19][C@H:18]2[C:23]([NH:25][CH2:26][C:27]2[CH:32]=[CH:31][CH:30]=[C:29]([Cl:33])[C:28]=2[F:34])=[O:24])=[O:16])[CH:5]=1)(=[O:3])[CH3:2]. (3) Given the reactants Cl[C:2]1[CH:3]=[CH:4][C:5]2[C:6]3[N:26]([CH:27]4[CH2:32][CH2:31][O:30][CH2:29][CH2:28]4)[N:25]=[CH:24][C:7]=3[C:8](=[O:23])[N:9]([CH2:12][C:13]3[CH:18]=[CH:17][C:16]([O:19][CH3:20])=[CH:15][C:14]=3[O:21][CH3:22])[C:10]=2[CH:11]=1.Br[C:34]1[C:39]([CH3:40])=[CH:38][C:37](C2CCOCC=2)=[CH:36][C:35]=1[CH3:47].CC1C=CC=C(C)C=1B(O)O.C(=O)([O-])[O-].[K+].[K+], predict the reaction product. The product is: [CH3:22][O:21][C:14]1[CH:15]=[C:16]([O:19][CH3:20])[CH:17]=[CH:18][C:13]=1[CH2:12][N:9]1[C:10]2[CH:11]=[C:2]([C:34]3[C:39]([CH3:40])=[CH:38][CH:37]=[CH:36][C:35]=3[CH3:47])[CH:3]=[CH:4][C:5]=2[C:6]2[N:26]([CH:27]3[CH2:28][CH2:29][O:30][CH2:31][CH2:32]3)[N:25]=[CH:24][C:7]=2[C:8]1=[O:23]. (4) Given the reactants C([O:8][CH2:9][CH2:10][O:11][C:12]([C:14]1[CH:15]=[C:16]([C:21]2[CH:26]=[CH:25][C:24]([O:27]CC3C=CC=CC=3)=[CH:23][CH:22]=2)[CH:17]=[CH:18][C:19]=1[OH:20])=[O:13])C1C=CC=CC=1.C, predict the reaction product. The product is: [OH:8][CH2:9][CH2:10][O:11][C:12]([C:14]1[CH:15]=[C:16]([C:21]2[CH:22]=[CH:23][C:24]([OH:27])=[CH:25][CH:26]=2)[CH:17]=[CH:18][C:19]=1[OH:20])=[O:13].